Dataset: Reaction yield outcomes from USPTO patents with 853,638 reactions. Task: Predict the reaction yield, written as a fraction of the theoretical maximum amount of product (1.0 means a 100% yield; for example, 0.34 means a 34% yield). (1) The reactants are [CH3:1][CH2:2]N(C(C)C)C(C)C.[C:10]([C:12]1[CH:13]=[CH:14][C:15]([OH:32])=[C:16]([NH:18][CH:19]2[CH2:24][CH2:23][N:22]([C:25]([O:27][C:28]([CH3:31])([CH3:30])[CH3:29])=[O:26])[CH2:21][CH2:20]2)[CH:17]=1)#[N:11].ClC(Cl)(OC(=O)OC(Cl)(Cl)Cl)Cl. The catalyst is ClCCl. The product is [C:10]([C:12]1[CH:13]=[CH:14][C:15]2[O:32][C:1](=[CH2:2])[N:18]([CH:19]3[CH2:24][CH2:23][N:22]([C:25]([O:27][C:28]([CH3:29])([CH3:31])[CH3:30])=[O:26])[CH2:21][CH2:20]3)[C:16]=2[CH:17]=1)#[N:11]. The yield is 0.920. (2) The reactants are [Cl:1][C:2]1[CH:3]=[C:4]([C:9]([C:11]2[C:16]([CH:17]([CH3:19])[CH3:18])=[C:15]([O:20]C)[N:14]=[C:13]([O:22]C)[N:12]=2)=[O:10])[CH:5]=[C:6]([Cl:8])[CH:7]=1. The catalyst is Cl. The product is [Cl:1][C:2]1[CH:3]=[C:4]([CH:5]=[C:6]([Cl:8])[CH:7]=1)[C:9]([C:11]1[NH:12][C:13](=[O:22])[NH:14][C:15](=[O:20])[C:16]=1[CH:17]([CH3:19])[CH3:18])=[O:10]. The yield is 0.870.